Dataset: Full USPTO retrosynthesis dataset with 1.9M reactions from patents (1976-2016). Task: Predict the reactants needed to synthesize the given product. (1) Given the product [CH3:31][N:32]1[CH2:45][CH2:44][C:35]2[N:36](/[CH:2]=[C:3](/[C:5]3[CH:6]=[C:7]([CH:12]=[CH:13][CH:14]=3)[C:8]([NH:10][CH3:11])=[O:9])\[CH3:4])[C:37]3[CH:38]=[CH:39][C:40]([CH3:43])=[CH:41][C:42]=3[C:34]=2[CH2:33]1, predict the reactants needed to synthesize it. The reactants are: Br[CH:2]=[C:3]([C:5]1[CH:6]=[C:7]([CH:12]=[CH:13][CH:14]=1)[C:8]([NH:10][CH3:11])=[O:9])[CH3:4].P([O-])([O-])([O-])=O.[K+].[K+].[K+].N1CCC[C@H]1C(O)=O.[CH3:31][N:32]1[CH2:45][CH2:44][C:35]2[NH:36][C:37]3[CH:38]=[CH:39][C:40]([CH3:43])=[CH:41][C:42]=3[C:34]=2[CH2:33]1. (2) Given the product [NH2:1][C:2]([C:4]1[CH:5]=[C:6]([CH2:30][OH:31])[CH:7]=[C:8]2[C:13]=1[N:12]=[CH:11][N:10]=[C:9]2[NH:14][CH2:15][C:16]1[CH:17]=[C:18]([NH:22][C:23](=[O:29])[O:24][C:25]([CH3:28])([CH3:26])[CH3:27])[CH:19]=[CH:20][CH:21]=1)=[O:3], predict the reactants needed to synthesize it. The reactants are: [NH2:1][C:2]([C:4]1[CH:5]=[C:6]([CH:30]=[O:31])[CH:7]=[C:8]2[C:13]=1[N:12]=[CH:11][N:10]=[C:9]2[NH:14][CH2:15][C:16]1[CH:17]=[C:18]([NH:22][C:23](=[O:29])[O:24][C:25]([CH3:28])([CH3:27])[CH3:26])[CH:19]=[CH:20][CH:21]=1)=[O:3].[Na].[BH4-].[Na+]. (3) Given the product [C:24]([O:23][C:21]([NH:20][C@@H:10]([CH2:11][CH2:12][CH2:13][N:14]1[CH2:15][CH2:16][CH2:17][CH2:18][CH2:19]1)[C:9]([OH:28])=[O:8])=[O:22])([CH3:27])([CH3:25])[CH3:26], predict the reactants needed to synthesize it. The reactants are: C([O:8][C:9](=[O:28])[C@@H:10]([NH:20][C:21]([O:23][C:24]([CH3:27])([CH3:26])[CH3:25])=[O:22])[CH2:11][CH2:12][CH2:13][N:14]1[CH2:19][CH2:18][CH2:17][CH2:16][CH2:15]1)C1C=CC=CC=1. (4) Given the product [F:20][C:16]1[CH:15]=[C:14]2[C:13](=[C:18]([I:19])[CH:17]=1)[C:12](=[O:11])[N:7]([CH2:6][C:5]1[CH:8]=[CH:9][C:2]([Cl:1])=[CH:3][CH:4]=1)[CH2:21]2, predict the reactants needed to synthesize it. The reactants are: [Cl:1][C:2]1[CH:9]=[CH:8][C:5]([CH2:6][NH2:7])=[CH:4][CH:3]=1.C[O:11][C:12](=O)[C:13]1[C:18]([I:19])=[CH:17][C:16]([F:20])=[CH:15][C:14]=1[CH2:21]Br.C([O-])([O-])=O.[K+].[K+]. (5) Given the product [O:26]=[C:25]([NH:1][N:2]1[CH:6]=[CH:5][CH:4]=[C:3]1[C:7](=[O:8])[NH:9][C:10]1[CH:15]=[CH:14][CH:13]=[CH:12][CH:11]=1)[C@@H:24]([NH:23][C:21](=[O:22])[O:20][C:16]([CH3:19])([CH3:18])[CH3:17])[CH3:28], predict the reactants needed to synthesize it. The reactants are: [NH2:1][N:2]1[CH:6]=[CH:5][CH:4]=[C:3]1[C:7]([NH:9][C:10]1[CH:15]=[CH:14][CH:13]=[CH:12][CH:11]=1)=[O:8].[C:16]([O:20][C:21]([NH:23][C@@H:24]([CH3:28])[C:25](O)=[O:26])=[O:22])([CH3:19])([CH3:18])[CH3:17].CCN=C=NCCCN(C)C.Cl. (6) Given the product [ClH:28].[NH2:7][C@@H:8]1[CH2:9][CH2:10][C@H:11]([CH2:14][NH:15][C:16](=[O:26])[C:17]2[CH:22]=[CH:21][CH:20]=[C:19]([N+:23]([O-:25])=[O:24])[CH:18]=2)[CH2:12][CH2:13]1, predict the reactants needed to synthesize it. The reactants are: C(OC(=O)[NH:7][C@H:8]1[CH2:13][CH2:12][C@@H:11]([CH2:14][NH:15][C:16](=[O:26])[C:17]2[CH:22]=[CH:21][CH:20]=[C:19]([N+:23]([O-:25])=[O:24])[CH:18]=2)[CH2:10][CH2:9]1)(C)(C)C.[ClH:28].CCOCC. (7) Given the product [Ag:17].[Cl:1][C:2]1[C:3]([Cl:16])=[C:4]([Cl:15])[C:5]([Cl:14])=[C:6]([C:11]([O-:13])=[O:12])[C:7]=1[C:8]([O-:10])=[O:9].[Ag+2:17], predict the reactants needed to synthesize it. The reactants are: [Cl:1][C:2]1[C:3]([Cl:16])=[C:4]([Cl:15])[C:5]([Cl:14])=[C:6]([C:11]([OH:13])=[O:12])[C:7]=1[C:8]([OH:10])=[O:9].[Ag:17].